From a dataset of Full USPTO retrosynthesis dataset with 1.9M reactions from patents (1976-2016). Predict the reactants needed to synthesize the given product. (1) Given the product [CH3:1][C:2]1[N:14]2[C:5]([C:10]3[CH:9]=[CH:27][CH:25]=[N:29][C:11]=3[CH:12]=[CH:13]2)=[N:4][C:3]=1[CH2:15][OH:17], predict the reactants needed to synthesize it. The reactants are: [CH3:1][C:2]1[N:14]2[C:5]3([C:10](=[CH:11][CH:12]=[CH:13]2)[CH:9]=NC=C3)[NH:4][C:3]=1[C:15]([O:17]C)=O.CC(C[AlH]C[CH:25]([CH3:27])C)C.[Cl-].[NH4+:29].C(=O)(O)[O-].[Na+]. (2) Given the product [C:29]([O:28][C:26]([N:24]1[CH2:25][CH:22]([CH2:21][O:20][C:44]2[CH:45]=[CH:46][C:41]([B:36]3[O:37][C:38]([CH3:40])([CH3:39])[C:34]([CH3:48])([CH3:33])[O:35]3)=[CH:42][CH:43]=2)[CH2:23]1)=[O:27])([CH3:32])([CH3:31])[CH3:30], predict the reactants needed to synthesize it. The reactants are: C1(P(C2C=CC=CC=2)C2C=CC=CC=2)C=CC=CC=1.[OH:20][CH2:21][CH:22]1[CH2:25][N:24]([C:26]([O:28][C:29]([CH3:32])([CH3:31])[CH3:30])=[O:27])[CH2:23]1.[CH3:33][C:34]1([CH3:48])[C:38]([CH3:40])([CH3:39])[O:37][B:36]([C:41]2[CH:46]=[CH:45][C:44](O)=[CH:43][CH:42]=2)[O:35]1.N(C(N1CCCCC1)=O)=NC(N1CCCCC1)=O. (3) Given the product [ClH:52].[ClH:52].[O:23]1[C:32]2[CH:31]=[C:30]([CH2:33][NH:1][CH:2]3[CH2:3][CH2:4][N:5]([CH2:8][CH2:9][N:10]4[C:19](=[O:20])[CH:18]=[CH:17][C:16]5[N:15]=[CH:14][C:13]([C:21]#[N:22])=[CH:12][C:11]4=5)[CH2:6][CH2:7]3)[N:29]=[CH:28][C:27]=2[O:26][CH2:25][CH2:24]1, predict the reactants needed to synthesize it. The reactants are: [NH2:1][CH:2]1[CH2:7][CH2:6][N:5]([CH2:8][CH2:9][N:10]2[C:19](=[O:20])[CH:18]=[CH:17][C:16]3[N:15]=[CH:14][C:13]([C:21]#[N:22])=[CH:12][C:11]2=3)[CH2:4][CH2:3]1.[O:23]1[C:32]2[CH:31]=[C:30]([CH:33]=O)[N:29]=[CH:28][C:27]=2[O:26][CH2:25][CH2:24]1.CO.[BH-](OC(C)=O)(OC(C)=O)OC(C)=O.[Na+].C(Cl)(Cl)[Cl:52]. (4) The reactants are: [N:1]([C:4]1[CH:11]=[CH:10][C:7]([C:8]#[N:9])=[C:6]([CH3:12])[CH:5]=1)=[C:2]=[S:3].[F:13][C:14]1[CH:15]=[C:16]([NH:21][C:22]([CH3:26])([CH3:25])[C:23]#N)[CH:17]=[CH:18][C:19]=1[OH:20].C[OH:28].Cl. Given the product [F:13][C:14]1[CH:15]=[C:16]([N:21]2[C:22]([CH3:26])([CH3:25])[C:23](=[O:28])[N:1]([C:4]3[CH:11]=[CH:10][C:7]([C:8]#[N:9])=[C:6]([CH3:12])[CH:5]=3)[C:2]2=[S:3])[CH:17]=[CH:18][C:19]=1[OH:20], predict the reactants needed to synthesize it. (5) Given the product [Cl:2][C:3]1[CH:4]=[C:5]([C:9]2[N:10]=[C:11]([N:14]3[CH2:15][CH2:16][NH:17][CH2:18][CH2:19]3)[S:12][CH:13]=2)[CH:6]=[CH:7][CH:8]=1, predict the reactants needed to synthesize it. The reactants are: Cl.[Cl:2][C:3]1[CH:4]=[C:5]([C:9]2[N:10]=[C:11]([N:14]3[CH2:19][CH2:18][N:17](C(OC(C)(C)C)=O)[CH2:16][CH2:15]3)[S:12][CH:13]=2)[CH:6]=[CH:7][CH:8]=1. (6) Given the product [F:1][C:2]1[CH:7]=[C:6]([F:8])[CH:5]=[CH:4][C:3]=1[C:9]1[N:17]([CH3:16])[N:12]=[CH:11][CH:10]=1, predict the reactants needed to synthesize it. The reactants are: [F:1][C:2]1[CH:7]=[C:6]([F:8])[CH:5]=[CH:4][C:3]=1[C:9](=O)/[CH:10]=[CH:11]/[N:12](C)C.[CH3:16][NH:17]N.C(N(CC)CC)C. (7) Given the product [ClH:54].[NH2:44][CH2:43][C:40]1[CH:39]=[CH:38][C:37]([C:33]2[CH:34]=[CH:35][CH:36]=[C:31]([N:6]3[C:5]4[N:52]=[CH:53][C:2]([F:1])=[CH:3][C:4]=4[C:9](=[O:10])[N:8]([C@@H:11]4[CH2:16][CH2:15][C@H:14]([NH:17][C:18]([C:20]5[N:21]=[C:22]6[CH:27]=[CH:26][C:25]([F:28])=[CH:24][N:23]6[CH:29]=5)=[O:19])[CH2:13][CH2:12]4)[C:7]3=[O:30])[CH:32]=2)=[CH:42][CH:41]=1, predict the reactants needed to synthesize it. The reactants are: [F:1][C:2]1[CH:53]=[N:52][C:5]2[N:6]([C:31]3[CH:32]=[C:33]([C:37]4[CH:42]=[CH:41][C:40]([CH2:43][NH:44]C(=O)OC(C)(C)C)=[CH:39][CH:38]=4)[CH:34]=[CH:35][CH:36]=3)[C:7](=[O:30])[N:8]([C@H:11]3[CH2:16][CH2:15][C@@H:14]([NH:17][C:18]([C:20]4[N:21]=[C:22]5[CH:27]=[CH:26][C:25]([F:28])=[CH:24][N:23]5[CH:29]=4)=[O:19])[CH2:13][CH2:12]3)[C:9](=[O:10])[C:4]=2[CH:3]=1.[ClH:54]. (8) Given the product [ClH:38].[F:36][C:20]1[CH:21]=[C:22]([N:25]2[CH2:29][C@H:28]([CH2:30][NH:31][C:32](=[O:34])[CH3:33])[O:27][C:26]2=[O:35])[CH:23]=[CH:24][C:19]=1[C:16]1[CH:17]=[CH:18][C:13]([CH2:12][NH:7][CH2:8][CH2:9][CH2:10][F:11])=[CH:14][CH:15]=1, predict the reactants needed to synthesize it. The reactants are: C(OC(=O)[N:7]([CH2:12][C:13]1[CH:18]=[CH:17][C:16]([C:19]2[CH:24]=[CH:23][C:22]([N:25]3[CH2:29][C@H:28]([CH2:30][NH:31][C:32](=[O:34])[CH3:33])[O:27][C:26]3=[O:35])=[CH:21][C:20]=2[F:36])=[CH:15][CH:14]=1)[CH2:8][CH2:9][CH2:10][F:11])(C)(C)C.[ClH:38].O1CCOCC1. (9) Given the product [NH:1]1[C:5]2[CH:6]=[CH:7][CH:8]=[CH:9][C:4]=2[N:3]=[C:2]1[S:10][C:14]1[S:15][C:16]([CH:19]=[O:20])=[CH:17][N:18]=1, predict the reactants needed to synthesize it. The reactants are: [NH:1]1[C:5]2[CH:6]=[CH:7][CH:8]=[CH:9][C:4]=2[NH:3][C:2]1=[S:10].[H-].[Na+].Cl[C:14]1[S:15][C:16]([CH:19]=[O:20])=[CH:17][N:18]=1. (10) Given the product [C:49]([O:15][CH2:14][C:13]([CH3:16])([CH3:17])[CH2:12][N:11]1[C:5]2[CH:4]=[CH:3][C:2]([Cl:1])=[CH:42][C:6]=2[C@@H:7]([C:32]2[CH:37]=[CH:36][CH:35]=[C:34]([O:38][CH3:39])[C:33]=2[O:40][CH3:41])[O:8][C@H:9]([CH2:19][C:20]([NH:22][C:23]2[S:24][CH:25]=[C:26]([CH2:28][C:29]([OH:31])=[O:30])[N:27]=2)=[O:21])[C:10]1=[O:18])(=[O:51])[CH3:50], predict the reactants needed to synthesize it. The reactants are: [Cl:1][C:2]1[CH:3]=[CH:4][C:5]2[N:11]([CH2:12][C:13]([CH3:17])([CH3:16])[CH2:14][OH:15])[C:10](=[O:18])[C@@H:9]([CH2:19][C:20]([NH:22][C:23]3[S:24][CH:25]=[C:26]([CH2:28][C:29]([OH:31])=[O:30])[N:27]=3)=[O:21])[O:8][C@H:7]([C:32]3[CH:37]=[CH:36][CH:35]=[C:34]([O:38][CH3:39])[C:33]=3[O:40][CH3:41])[C:6]=2[CH:42]=1.N1C=CC=CC=1.[C:49](OCC)(=[O:51])[CH3:50].C(Cl)(=O)C.